Dataset: Reaction yield outcomes from USPTO patents with 853,638 reactions. Task: Predict the reaction yield, written as a fraction of the theoretical maximum amount of product (1.0 means a 100% yield; for example, 0.34 means a 34% yield). (1) The reactants are [Cl:1][C:2]1[N:7]=[C:6](Cl)[CH:5]=[C:4]([C:9]([O:11][CH3:12])=[O:10])[N:3]=1.[CH3:13][C:14]1([OH:20])[CH2:19][CH2:18][NH:17][CH2:16][CH2:15]1.C(=O)([O-])[O-].[Na+].[Na+]. The catalyst is CO. The product is [Cl:1][C:2]1[N:3]=[C:4]([C:9]([O:11][CH3:12])=[O:10])[CH:5]=[C:6]([N:17]2[CH2:18][CH2:19][C:14]([OH:20])([CH3:13])[CH2:15][CH2:16]2)[N:7]=1. The yield is 0.720. (2) The reactants are [F:1][C:2]1[CH:7]=[CH:6][C:5]([F:8])=[CH:4][C:3]=1[C:9]1[C:10]([CH2:15]OS(C)(=O)=O)=[N:11][CH:12]=[CH:13][CH:14]=1.[Li+].[Br-:22]. The catalyst is C1COCC1. The product is [Br:22][CH2:15][C:10]1[C:9]([C:3]2[CH:4]=[C:5]([F:8])[CH:6]=[CH:7][C:2]=2[F:1])=[CH:14][CH:13]=[CH:12][N:11]=1. The yield is 1.00. (3) The reactants are Br[C:2]1[CH:11]=[C:10]2[C:5]([N:6]=[CH:7][C:8]([N:12]3[CH2:17][CH2:16][N:15]([S:18]([C:21]4[CH:26]=[CH:25][CH:24]=[CH:23][C:22]=4[O:27][CH3:28])(=[O:20])=[O:19])[CH2:14][CH2:13]3)=[N:9]2)=[CH:4][CH:3]=1.B1(B2OC(C)(C)C(C)(C)O2)OC(C)(C)C(C)(C)O1.C([O-])(=O)C.[K+].Br[C:53]1[CH:54]=[C:55]([NH:61][S:62]([CH:65]2[CH2:67][CH2:66]2)(=[O:64])=[O:63])[C:56]([O:59][CH3:60])=[N:57][CH:58]=1.C(=O)([O-])[O-].[K+].[K+]. The catalyst is O1CCOCC1. The product is [CH3:60][O:59][C:56]1[C:55]([NH:61][S:62]([CH:65]2[CH2:66][CH2:67]2)(=[O:63])=[O:64])=[CH:54][C:53]([C:2]2[CH:11]=[C:10]3[C:5](=[CH:4][CH:3]=2)[N:6]=[CH:7][C:8]([N:12]2[CH2:17][CH2:16][N:15]([S:18]([C:21]4[CH:26]=[CH:25][CH:24]=[CH:23][C:22]=4[O:27][CH3:28])(=[O:20])=[O:19])[CH2:14][CH2:13]2)=[N:9]3)=[CH:58][N:57]=1. The yield is 0.380.